This data is from Full USPTO retrosynthesis dataset with 1.9M reactions from patents (1976-2016). The task is: Predict the reactants needed to synthesize the given product. (1) Given the product [F:1][C:2]1[CH:7]=[CH:6][C:5]([C:8]2[O:9][C:10]3[CH:20]=[C:19]([N+:25]([O-:27])=[O:26])[C:18]([O:21][CH:22]([CH3:24])[CH3:23])=[CH:17][C:11]=3[C:12]=2[C:13]([O:15][CH3:16])=[O:14])=[CH:4][CH:3]=1, predict the reactants needed to synthesize it. The reactants are: [F:1][C:2]1[CH:7]=[CH:6][C:5]([C:8]2[O:9][C:10]3[CH:20]=[CH:19][C:18]([O:21][CH:22]([CH3:24])[CH3:23])=[CH:17][C:11]=3[C:12]=2[C:13]([O:15][CH3:16])=[O:14])=[CH:4][CH:3]=1.[N+:25]([O-])([OH:27])=[O:26]. (2) The reactants are: [CH3:1][O:2][C:3]([C:5]1[S:6][C:7]([C:24]2[CH:29]=[CH:28][CH:27]=[CH:26][CH:25]=2)=[CH:8][C:9]=1[N:10]1[C:15](=[O:16])[CH2:14][CH:13]([NH2:17])[CH2:12][CH:11]1[CH:18]1[CH2:23][CH2:22][CH2:21][CH2:20][CH2:19]1)=[O:4].[O:30]([CH2:37][C:38](Cl)=[O:39])[C:31]1[CH:36]=[CH:35][CH:34]=[CH:33][CH:32]=1. Given the product [CH3:1][O:2][C:3]([C:5]1[S:6][C:7]([C:24]2[CH:25]=[CH:26][CH:27]=[CH:28][CH:29]=2)=[CH:8][C:9]=1[N:10]1[C:15](=[O:16])[CH2:14][CH:13]([NH:17][C:38](=[O:39])[CH2:37][O:30][C:31]2[CH:36]=[CH:35][CH:34]=[CH:33][CH:32]=2)[CH2:12][CH:11]1[CH:18]1[CH2:19][CH2:20][CH2:21][CH2:22][CH2:23]1)=[O:4], predict the reactants needed to synthesize it.